This data is from Forward reaction prediction with 1.9M reactions from USPTO patents (1976-2016). The task is: Predict the product of the given reaction. (1) Given the reactants [Br:1][C:2]1[CH:7]=[CH:6][C:5]([CH:8]([OH:22])[C:9](=[O:21])[N:10]2[CH2:16][C:15]3([CH3:18])[CH2:17][CH:11]2[CH2:12][C:13]([CH3:20])([CH3:19])[CH2:14]3)=[C:4]([F:23])[CH:3]=1.[CH3:24]N(C)C=O.[H-].[Na+].CI.Cl, predict the reaction product. The product is: [Br:1][C:2]1[CH:7]=[CH:6][C:5]([CH:8]([O:22][CH3:24])[C:9]([N:10]2[CH2:16][C:15]3([CH3:18])[CH2:17][CH:11]2[CH2:12][C:13]([CH3:19])([CH3:20])[CH2:14]3)=[O:21])=[C:4]([F:23])[CH:3]=1. (2) Given the reactants I[C:2]1[C:3]([C:7]([F:10])([F:9])[F:8])=[N:4][NH:5][CH:6]=1.[CH3:11][C:12]1([CH3:28])[C:16]([CH3:18])([CH3:17])[O:15][B:14]([B:14]2[O:15][C:16]([CH3:18])([CH3:17])[C:12]([CH3:28])([CH3:11])[O:13]2)[O:13]1.C([O-])(=O)C.[K+], predict the reaction product. The product is: [CH3:11][C:12]1([CH3:28])[C:16]([CH3:18])([CH3:17])[O:15][B:14]([C:2]2[C:3]([C:7]([F:10])([F:9])[F:8])=[N:4][NH:5][CH:6]=2)[O:13]1. (3) Given the reactants [CH2:1]1[CH2:14][O:13][C:8]23[O:9][CH2:10][CH2:11][O:12][C:3]2([C@:4]2([CH2:27][CH2:26][C@H:25]4[C@@H:15]([C@H:16]([NH2:28])[CH2:17][CH:18]5[C@:23]4([CH3:24])[CH2:22][CH2:21][CH2:20][CH2:19]5)[C@@H:6]2[CH2:7]3)[CH3:5])[O:2]1.[CH2:29]1COC23OCCOC2([C@]2(CC[C@H]4[C@@H](C[C@H](NC=O)C5[C@]4(C)CCCC5)[C@@H]2C3)C)[O:30]1, predict the reaction product. The product is: [CH2:11]1[CH2:10][O:9][C:8]23[O:13][CH2:14][CH2:1][O:2][C:3]2([C@:4]2([CH2:27][CH2:26][C@H:25]4[C@@H:15]([C@H:16]([NH:28][CH:29]=[O:30])[CH2:17][CH:18]5[C@:23]4([CH3:24])[CH2:22][CH2:21][CH2:20][CH2:19]5)[C@@H:6]2[CH2:7]3)[CH3:5])[O:12]1. (4) Given the reactants [C:1]1([CH:7]([NH2:16])[CH:8]([C:10]2[CH:15]=[CH:14][CH:13]=[CH:12][CH:11]=2)[NH2:9])[CH:6]=[CH:5][CH:4]=[CH:3][CH:2]=1.C1(C)C=CC=CC=1.CCO[C:27]([CH3:29])=[O:28].C[OH:31], predict the reaction product. The product is: [C:1]1([CH:7]2[CH:8]([C:10]3[CH:15]=[CH:14][CH:13]=[CH:12][CH:11]=3)[NH:9][C:29](=[O:31])[C:27](=[O:28])[NH:16]2)[CH:2]=[CH:3][CH:4]=[CH:5][CH:6]=1. (5) The product is: [Cl:32][C:29]1[CH:30]=[CH:31][C:26]([CH:10]2[C:5]3[N:6]([CH:7]([CH3:9])[CH3:8])[C:2]([C:36]4[CH2:37][CH2:38][O:33][CH2:34][CH:35]=4)=[N:3][C:4]=3[C:12](=[O:13])[N:11]2[C:14]2[CH:15]=[C:16]([CH3:25])[C:17]3[N:18]([C:20]([CH2:23][F:24])=[N:21][N:22]=3)[CH:19]=2)=[CH:27][CH:28]=1. Given the reactants Br[C:2]1[N:6]([CH:7]([CH3:9])[CH3:8])[C:5]2[CH:10]([C:26]3[CH:31]=[CH:30][C:29]([Cl:32])=[CH:28][CH:27]=3)[N:11]([C:14]3[CH:15]=[C:16]([CH3:25])[C:17]4[N:18]([C:20]([CH2:23][F:24])=[N:21][N:22]=4)[CH:19]=3)[C:12](=[O:13])[C:4]=2[N:3]=1.[O:33]1[CH2:38][CH:37]=[C:36](B2OC(C)(C)C(C)(C)O2)[CH2:35][CH2:34]1.C([O-])(O)=O.[Na+], predict the reaction product. (6) Given the reactants Cl.[NH2:2][CH2:3][C:4]1[CH:12]=[CH:11][CH:10]=[C:9]2[C:5]=1[C:6](=[O:22])[N:7]([CH:14]1[CH2:19][CH2:18][C:17](=[O:20])[NH:16][C:15]1=[O:21])[C:8]2=[O:13].[CH:23]1[C:32]2[C:27](=[CH:28][CH:29]=[CH:30][CH:31]=2)[CH:26]=[CH:25][C:24]=1[N:33]=[C:34]=[O:35].C(N(C(C)C)CC)(C)C, predict the reaction product. The product is: [O:21]=[C:15]1[CH:14]([N:7]2[C:6](=[O:22])[C:5]3[C:9](=[CH:10][CH:11]=[CH:12][C:4]=3[CH2:3][NH:2][C:34]([NH:33][C:24]3[CH:25]=[CH:26][C:27]4[C:32](=[CH:31][CH:30]=[CH:29][CH:28]=4)[CH:23]=3)=[O:35])[C:8]2=[O:13])[CH2:19][CH2:18][C:17](=[O:20])[NH:16]1. (7) Given the reactants [CH3:1][C:2]1[CH:7]=[C:6]([C:8]2[C:13]3=[N:14][S:15](=[O:19])(=[O:18])[CH2:16][CH2:17][N:12]3[CH:11]=[CH:10][CH:9]=2)[CH:5]=[CH:4][C:3]=1[C:20]1[CH:25]=[CH:24][CH:23]=[CH:22][CH:21]=1, predict the reaction product. The product is: [CH3:1][C:2]1[CH:7]=[C:6]([CH:8]2[C:13]3=[N:14][S:15](=[O:18])(=[O:19])[CH2:16][CH2:17][N:12]3[CH2:11][CH2:10][CH2:9]2)[CH:5]=[CH:4][C:3]=1[C:20]1[CH:25]=[CH:24][CH:23]=[CH:22][CH:21]=1. (8) Given the reactants [NH2:1][C:2]1[CH:7]=[CH:6][C:5]([C:8]2[C:9]([NH2:15])=[N:10][CH:11]=[C:12](Br)[CH:13]=2)=[C:4]([F:16])[CH:3]=1.[CH3:17][N:18]1[CH:22]=[C:21](B2OC(C)(C)C(C)(C)O2)[CH:20]=[N:19]1.C(=O)([O-])[O-].[K+].[K+].C(=O)(O)[O-].[Na+], predict the reaction product. The product is: [NH2:1][C:2]1[CH:7]=[CH:6][C:5]([C:8]2[C:9]([NH2:15])=[N:10][CH:11]=[C:12]([C:21]3[CH:20]=[N:19][N:18]([CH3:17])[CH:22]=3)[CH:13]=2)=[C:4]([F:16])[CH:3]=1. (9) Given the reactants [Cl:1][C:2]1[N:10](CC=C)[C:9]2[C:8](=[O:14])[N:7]([CH3:15])[C:6](=[O:16])[NH:5][C:4]=2[N:3]=1.C(=O)([O-])[O-].[Na+].[Na+].[CH2:23](I)[CH2:24][CH2:25][CH2:26][CH2:27][CH3:28].N1CCOCC1, predict the reaction product. The product is: [Cl:1][C:2]1[NH:10][C:9]2[C:8](=[O:14])[N:7]([CH3:15])[C:6](=[O:16])[N:5]([CH2:23][CH2:24][CH2:25][CH2:26][CH2:27][CH3:28])[C:4]=2[N:3]=1.